This data is from Peptide-MHC class II binding affinity with 134,281 pairs from IEDB. The task is: Regression. Given a peptide amino acid sequence and an MHC pseudo amino acid sequence, predict their binding affinity value. This is MHC class II binding data. (1) The peptide sequence is KVFIDTIPNIMFFST. The MHC is DRB1_0901 with pseudo-sequence DRB1_0901. The binding affinity (normalized) is 0.544. (2) The peptide sequence is GELEFEEFVSLASRF. The MHC is HLA-DPA10103-DPB10301 with pseudo-sequence HLA-DPA10103-DPB10301. The binding affinity (normalized) is 0.175. (3) The peptide sequence is PDTTCSEIEEFRDRA. The MHC is HLA-DPA10103-DPB10401 with pseudo-sequence HLA-DPA10103-DPB10401. The binding affinity (normalized) is 0.0526. (4) The peptide sequence is KGELIDQLGVRDKEAGVALR. The MHC is DRB1_0701 with pseudo-sequence DRB1_0701. The binding affinity (normalized) is 0.579. (5) The peptide sequence is TLWLDIEGPATDPVE. The MHC is DRB1_0101 with pseudo-sequence DRB1_0101. The binding affinity (normalized) is 0.660.